Dataset: Forward reaction prediction with 1.9M reactions from USPTO patents (1976-2016). Task: Predict the product of the given reaction. (1) Given the reactants [C:1]1(=[O:7])[CH2:6][CH2:5][CH2:4][CH2:3][CH2:2]1.[Mg].[CH2:9]([O:16][C:17]1[CH:22]=[CH:21][C:20]([C:23]([F:26])([F:25])[F:24])=[CH:19][C:18]=1I)[C:10]1[CH:15]=[CH:14][CH:13]=[CH:12][CH:11]=1, predict the reaction product. The product is: [C:10]1([CH2:9][O:16][C:17]2[CH:22]=[CH:21][C:20]([C:23]([F:26])([F:25])[F:24])=[CH:19][C:18]=2[C:1]2([OH:7])[CH2:6][CH2:5][CH2:4][CH2:3][CH2:2]2)[CH:15]=[CH:14][CH:13]=[CH:12][CH:11]=1. (2) Given the reactants [C:1](Cl)(=[O:8])[C:2]1[CH:7]=[CH:6][CH:5]=[CH:4][CH:3]=1.[Br:10][C:11]1[N:16]2[N:17]=[C:18]([NH2:20])[N:19]=[C:15]2[CH:14]=[CH:13][CH:12]=1.N1C=CC=CC=1.C(OCC)C, predict the reaction product. The product is: [Br:10][C:11]1[N:16]2[N:17]=[C:18]([NH:20][C:1](=[O:8])[C:2]3[CH:7]=[CH:6][CH:5]=[CH:4][CH:3]=3)[N:19]=[C:15]2[CH:14]=[CH:13][CH:12]=1. (3) Given the reactants Br[C:2]1[CH:3]=[C:4]([S:8]([N:11]2[C:15]([C:16]3[CH:21]=[CH:20][CH:19]=[CH:18][CH:17]=3)=[CH:14][C:13]([CH2:22][N:23](C)[C:24](=O)OC(C)(C)C)=[CH:12]2)(=[O:10])=[O:9])[CH:5]=[N:6][CH:7]=1.[CH3:32][N:33](C)C=O.C(OCC)(=O)C.[ClH:43], predict the reaction product. The product is: [ClH:43].[CH3:24][NH:23][CH2:22][C:13]1[CH:14]=[C:15]([C:16]2[CH:21]=[CH:20][CH:19]=[CH:18][CH:17]=2)[N:11]([S:8]([C:4]2[CH:5]=[N:6][CH:7]=[C:2]([CH:3]=2)[C:32]#[N:33])(=[O:9])=[O:10])[CH:12]=1. (4) Given the reactants CS(O[CH2:6][C@H:7]1[CH2:12][N:11]([S:13]([C:16]2[S:17][CH:18]=[CH:19][CH:20]=2)(=[O:15])=[O:14])[CH2:10][CH2:9][N:8]1[C:21]1[CH:26]=[CH:25][C:24]([C:27]([OH:33])([CH3:32])[C:28]([F:31])([F:30])[F:29])=[CH:23][CH:22]=1)(=O)=O.Cl.[CH2:35]([O:42][CH:43]1[CH2:49][CH:48]2[NH:50][CH:44]1[CH2:45][O:46][CH2:47]2)[C:36]1[CH:41]=[CH:40][CH:39]=[CH:38][CH:37]=1.C(=O)([O-])[O-].[K+].[K+].CC#N, predict the reaction product. The product is: [CH2:35]([O:42][CH:43]1[CH2:49][CH:48]2[N:50]([CH2:6][C@H:7]3[CH2:12][N:11]([S:13]([C:16]4[S:17][CH:18]=[CH:19][CH:20]=4)(=[O:14])=[O:15])[CH2:10][CH2:9][N:8]3[C:21]3[CH:22]=[CH:23][C:24]([C:27]([OH:33])([CH3:32])[C:28]([F:31])([F:30])[F:29])=[CH:25][CH:26]=3)[CH:44]1[CH2:45][O:46][CH2:47]2)[C:36]1[CH:37]=[CH:38][CH:39]=[CH:40][CH:41]=1. (5) Given the reactants [OH:1][N:2]([CH3:16])[C:3]([C:5]1[CH:6]=[C:7]2[C:13]([CH2:14][OH:15])=[CH:12][NH:11][C:8]2=[CH:9][N:10]=1)=[O:4].[F:17][C:18]1[CH:38]=[C:37]([F:39])[CH:36]=[CH:35][C:19]=1[CH2:20]N1C2=CN=C(C(O)=O)C=C2C(CO)=C1.Cl.CNO, predict the reaction product. The product is: [F:17][C:18]1[CH:38]=[C:37]([F:39])[CH:36]=[CH:35][C:19]=1[CH2:20][N:11]1[C:8]2=[CH:9][N:10]=[C:5]([C:3]([N:2]([OH:1])[CH3:16])=[O:4])[CH:6]=[C:7]2[C:13]([CH2:14][OH:15])=[CH:12]1. (6) Given the reactants [NH2:1][C:2]1[CH:7]=[CH:6][C:5]([NH:8][C:9](=[O:11])[CH3:10])=[CH:4][CH:3]=1.C([O-])(O)=O.[Na+].[Cl:17][C:18]1[N:23]=[C:22](Cl)[CH:21]=[CH:20][N:19]=1, predict the reaction product. The product is: [Cl:17][C:18]1[N:23]=[C:22]([NH:1][C:2]2[CH:3]=[CH:4][C:5]([NH:8][C:9](=[O:11])[CH3:10])=[CH:6][CH:7]=2)[CH:21]=[CH:20][N:19]=1.